The task is: Predict the reactants needed to synthesize the given product.. This data is from Full USPTO retrosynthesis dataset with 1.9M reactions from patents (1976-2016). (1) The reactants are: [CH3:1][O:2][C:3]1[CH:11]=[C:10]2[C:6]([C:7](=O)[C:8](=[O:16])[N:9]2[CH2:12][CH2:13][O:14][CH3:15])=[CH:5][CH:4]=1.[C:18]([NH:26][NH2:27])(=[O:25])[C:19]1[CH:24]=[CH:23][CH:22]=[CH:21][CH:20]=1. Given the product [CH3:1][O:2][C:3]1[CH:11]=[C:10]2[C:6](/[C:7](=[N:27]/[NH:26][C:18](=[O:25])[C:19]3[CH:24]=[CH:23][CH:22]=[CH:21][CH:20]=3)/[C:8](=[O:16])[N:9]2[CH2:12][CH2:13][O:14][CH3:15])=[CH:5][CH:4]=1, predict the reactants needed to synthesize it. (2) Given the product [CH:9]1([CH2:12][NH:7][C:2]2[C:1]([NH2:8])=[CH:6][CH:5]=[CH:4][CH:3]=2)[CH2:11][CH2:10]1, predict the reactants needed to synthesize it. The reactants are: [C:1]1([NH2:8])[C:2]([NH2:7])=[CH:3][CH:4]=[CH:5][CH:6]=1.[CH:9]1([CH:12]=O)[CH2:11][CH2:10]1.[BH3-]C#N.[Na+].C(O)(=O)C.